From a dataset of Forward reaction prediction with 1.9M reactions from USPTO patents (1976-2016). Predict the product of the given reaction. (1) Given the reactants Cl[C:2]1[C:11]([C:12]#[N:13])=[CH:10][C:9]2[C:8](=[O:14])[CH2:7][CH2:6][CH2:5][C:4]=2[N:3]=1.[NH:15]1[CH2:21][CH2:20][CH2:19][CH2:18][CH2:17][CH2:16]1.C(N(CC)CC)C.O, predict the reaction product. The product is: [N:15]1([C:2]2[C:11]([C:12]#[N:13])=[CH:10][C:9]3[C:8](=[O:14])[CH2:7][CH2:6][CH2:5][C:4]=3[N:3]=2)[CH2:21][CH2:20][CH2:19][CH2:18][CH2:17][CH2:16]1. (2) Given the reactants [C:1]([O:5][C:6](=[O:32])[C@@H:7]1[CH2:11][CH2:10][CH2:9][N:8]1[C:12](=[O:31])[C:13](=C(C1C=CC=CC=1)C1C=CC=CC=1)[NH:14][NH:15][C:16]#[CH:17])([CH3:4])([CH3:3])[CH3:2].Cl.NO, predict the reaction product. The product is: [C:1]([O:5][C:6](=[O:32])[C@@H:7]1[CH2:11][CH2:10][CH2:9][N:8]1[C:12](=[O:31])[CH2:13][NH:14][NH:15][C:16]#[CH:17])([CH3:2])([CH3:4])[CH3:3]. (3) Given the reactants C[C:2]1[CH:11]=[CH:10][CH:9]=[C:8]2[C:3]=1[C:4](=[O:31])[N:5]([C:25]1[CH:30]=[CH:29][CH:28]=[CH:27][CH:26]=1)[C:6]([CH:12]([NH:15][C:16]1[N:24]=[CH:23][N:22]=[C:21]3[C:17]=1[N:18]=[CH:19][NH:20]3)CC)=[N:7]2.NC1C=CC=C(Cl)C=1C(O)=O.NC1C=CC=C(C)C=1C(O)=O.O=C1CCC(=O)N1OC(=O)C(NC(OCC1C=CC=CC=1)=O)[CH2:64][O:65][C:66]([CH3:69])([CH3:68])[CH3:67].O=C1CCC(=O)N1OC(=O)C(NC(OCC1C=CC=CC=1)=O)CC, predict the reaction product. The product is: [C:66]([O:65][CH2:64][CH:12]([C:6]1[N:5]([C:25]2[CH:30]=[CH:29][CH:28]=[CH:27][CH:26]=2)[C:4](=[O:31])[C:3]2[C:8](=[CH:9][CH:10]=[CH:11][CH:2]=2)[N:7]=1)[NH:15][C:16]1[N:24]=[CH:23][N:22]=[C:21]2[C:17]=1[N:18]=[CH:19][NH:20]2)([CH3:69])([CH3:68])[CH3:67]. (4) Given the reactants CC1(C)[O:9][C:8](=[O:10])[C:5]2([CH2:7][CH2:6]2)[C:4](=[O:11])O1.[Cl:13][C:14]1[CH:15]=[C:16]([CH:18]=[CH:19][CH:20]=1)[NH2:17], predict the reaction product. The product is: [Cl:13][C:14]1[CH:15]=[C:16]([N:17]2[CH2:6][CH2:7][CH:5]([C:8]([OH:9])=[O:10])[C:4]2=[O:11])[CH:18]=[CH:19][CH:20]=1. (5) The product is: [CH3:39][O:42][C:43]1[CH:44]=[CH:34][C:32]([CH:33]=[CH:1][C:2](=[O:7])[CH2:3][C:4](=[O:6])[CH:5]=[CH:16][C:13]2[CH:14]=[CH:15][C:10]([O:9][CH3:8])=[CH:11][CH:12]=2)=[CH:31][CH:30]=1. Given the reactants [CH3:1][C:2](=[O:7])[CH2:3][C:4](=[O:6])[CH3:5].[CH3:8][O:9][C:10]1[CH:11]=[CH:12][C:13]([CH:16]=O)=[CH:14][CH:15]=1.B(O[CH2:30][CH2:31][CH2:32][CH3:33])(O[CH2:30][CH2:31][CH2:32][CH3:33])O[CH2:30][CH2:31][CH2:32][CH3:33].[CH2:34](N)CCC.[C:39]([O:42][CH2:43][CH3:44])(=O)C, predict the reaction product. (6) Given the reactants ClC(Cl)(Cl)C[O:4][C:5](=[O:35])[C:6]1[CH:11]=[CH:10][CH:9]=[CH:8][C:7]=1[CH2:12][S:13][C:14]1[CH:19]=[CH:18][C:17]([CH2:20][O:21][C:22](=[O:34])[CH2:23][C:24]2[CH:29]=[CH:28][C:27]([C:30]([F:33])([F:32])[F:31])=[CH:26][CH:25]=2)=[CH:16][CH:15]=1.CC(O)=O.C(Cl)Cl, predict the reaction product. The product is: [F:33][C:30]([F:31])([F:32])[C:27]1[CH:26]=[CH:25][C:24]([CH2:23][C:22]([O:21][CH2:20][C:17]2[CH:18]=[CH:19][C:14]([S:13][CH2:12][C:7]3[CH:8]=[CH:9][CH:10]=[CH:11][C:6]=3[C:5]([OH:35])=[O:4])=[CH:15][CH:16]=2)=[O:34])=[CH:29][CH:28]=1. (7) Given the reactants Cl.[CH2:2]([O:6][CH:7]1[CH2:10][NH:9][CH2:8]1)[CH2:3][CH2:4][CH3:5].CCN=C=NCCCN(C)C.C1C=CC2N(O)N=NC=2C=1.[CH:32]([N:35]([CH:38]([CH3:40])C)[CH2:36][CH3:37])(C)C.Cl.[O:42]=[C:43]1[NH:52][C:51]2[N:50]=[CH:49][C:48](/[CH:53]=[CH:54]/[C:55](O)=[O:56])=[CH:47][C:46]=2[CH2:45][CH2:44]1, predict the reaction product. The product is: [CH2:2]([O:6][CH:7]1[CH2:10][N:9]([C:55](=[O:56])[CH:54]=[CH:53][C:48]2[CH:47]=[C:46]3[C:51](=[N:50][CH:49]=2)[NH:52][C:43](=[O:42])[C:44]2([CH2:37][CH2:36][N:35]([CH3:32])[CH2:38][CH2:40]2)[CH2:45]3)[CH2:8]1)[CH2:3][CH2:4][CH3:5]. (8) Given the reactants [CH3:1][C:2]1[CH:8]=[C:7]([CH3:9])[CH:6]=[C:5]([CH3:10])[C:3]=1[NH2:4].N1C=CC=CC=1.[C:17](Cl)(=[O:19])[CH3:18], predict the reaction product. The product is: [CH3:1][C:2]1[CH:8]=[C:7]([CH3:9])[CH:6]=[C:5]([CH3:10])[C:3]=1[NH:4][C:17](=[O:19])[CH3:18].